Dataset: Full USPTO retrosynthesis dataset with 1.9M reactions from patents (1976-2016). Task: Predict the reactants needed to synthesize the given product. (1) Given the product [CH3:26][C:19]1[CH:18]=[C:17]([NH:16][C:14]([C:13]2([CH3:12])[CH2:27][O:6]2)=[O:15])[CH:22]=[CH:21][C:20]=1[N+:23]([O-:25])=[O:24], predict the reactants needed to synthesize it. The reactants are: ClC1C=C(C=CC=1)C(OO)=[O:6].[CH3:12][C:13](=[CH2:27])[C:14]([NH:16][C:17]1[CH:22]=[CH:21][C:20]([N+:23]([O-:25])=[O:24])=[C:19]([CH3:26])[CH:18]=1)=[O:15].C(C1C=C(C)C=C(C(C)(C)C)C=1O)(C)(C)C. (2) Given the product [F:1][C:2]1[CH:7]=[CH:6][C:5]([N:8]2[C:12]([C:13]3[N:14]=[CH:15][N:16]([C:25]4[CH:26]=[CH:27][C:22]([C:20](=[O:21])[CH3:19])=[CH:23][CH:24]=4)[CH:17]=3)=[C:11]([CH3:18])[N:10]=[N:9]2)=[CH:4][CH:3]=1, predict the reactants needed to synthesize it. The reactants are: [F:1][C:2]1[CH:7]=[CH:6][C:5]([N:8]2[C:12]([C:13]3[N:14]=[CH:15][NH:16][CH:17]=3)=[C:11]([CH3:18])[N:10]=[N:9]2)=[CH:4][CH:3]=1.[CH3:19][C:20]([C:22]1[CH:27]=[CH:26][C:25](F)=[CH:24][CH:23]=1)=[O:21].C(=O)([O-])[O-].[K+].[K+].Cl. (3) Given the product [Cl:34][C:35]1[N:36]=[CH:37][C:38]([N:11]2[C:12]3[C:17](=[CH:16][C:15]([C:19]([N:21]4[CH2:26][CH2:25][CH:24]([N:27]5[CH2:28][CH2:29][O:30][CH2:31][CH2:32]5)[CH2:23][CH2:22]4)=[O:20])=[CH:14][CH:13]=3)[CH:18]=[C:10]2[C:8]([N:5]2[CH2:4][CH2:3][C:2]([F:1])([F:33])[CH2:7][CH2:6]2)=[O:9])=[CH:39][CH:40]=1, predict the reactants needed to synthesize it. The reactants are: [F:1][C:2]1([F:33])[CH2:7][CH2:6][N:5]([C:8]([C:10]2[NH:11][C:12]3[C:17]([CH:18]=2)=[CH:16][C:15]([C:19]([N:21]2[CH2:26][CH2:25][CH:24]([N:27]4[CH2:32][CH2:31][O:30][CH2:29][CH2:28]4)[CH2:23][CH2:22]2)=[O:20])=[CH:14][CH:13]=3)=[O:9])[CH2:4][CH2:3]1.[Cl:34][C:35]1[CH:40]=[CH:39][C:38](B(O)O)=[CH:37][N:36]=1.N1C=CC=CC=1. (4) Given the product [C:20]([O:19][C:17]([N:12]1[CH2:13][CH2:14][C@H:15]([O:8][C:5]2[CH:6]=[N:7][C:2]([Cl:1])=[CH:3][CH:4]=2)[C@H:10]([F:9])[CH2:11]1)=[O:18])([CH3:23])([CH3:21])[CH3:22], predict the reactants needed to synthesize it. The reactants are: [Cl:1][C:2]1[N:7]=[CH:6][C:5]([OH:8])=[CH:4][CH:3]=1.[F:9][C@H:10]1[C@H:15](O)[CH2:14][CH2:13][N:12]([C:17]([O:19][C:20]([CH3:23])([CH3:22])[CH3:21])=[O:18])[CH2:11]1.